From a dataset of Reaction yield outcomes from USPTO patents with 853,638 reactions. Predict the reaction yield, written as a fraction of the theoretical maximum amount of product (1.0 means a 100% yield; for example, 0.34 means a 34% yield). The reactants are CCCC[N+](CCCC)(CCCC)CCCC.[F-].[CH3:19][O:20][C:21]([C:23]1[C:24]([O:48][CH3:49])=[C:25]2[C:30](=[C:31]([O:37][Si](C(C)C)(C(C)C)C(C)C)[C:32]=1[C:33]([O:35][CH3:36])=[O:34])[N:29]=[CH:28][CH:27]=[CH:26]2)=[O:22].[C:50]1([C:56]([C:59]2[CH:64]=[CH:63][CH:62]=[CH:61][CH:60]=2)=[N+]=[N-])[CH:55]=[CH:54][CH:53]=[CH:52][CH:51]=1. The catalyst is C1COCC1. The product is [CH3:19][O:20][C:21]([C:23]1[C:24]([O:48][CH3:49])=[C:25]2[C:30](=[C:31]([O:37][CH:56]([C:50]3[CH:55]=[CH:54][CH:53]=[CH:52][CH:51]=3)[C:59]3[CH:64]=[CH:63][CH:62]=[CH:61][CH:60]=3)[C:32]=1[C:33]([O:35][CH3:36])=[O:34])[N:29]=[CH:28][CH:27]=[CH:26]2)=[O:22]. The yield is 0.610.